This data is from Full USPTO retrosynthesis dataset with 1.9M reactions from patents (1976-2016). The task is: Predict the reactants needed to synthesize the given product. (1) Given the product [CH2:1]([O:8][C:9]1[CH:14]=[CH:13][C:12]([C@@H:15]([OH:37])[CH2:16][NH:17][CH2:18][CH2:19][O:20][C:21]2[CH:26]=[CH:25][C:24]([C:27]3[CH:32]=[CH:31][C:30]([C:45]([OH:47])=[O:43])=[CH:29][CH:28]=3)=[CH:23][CH:22]=2)=[CH:11][C:10]=1[NH:38][S:39]([CH3:42])(=[O:41])=[O:40])[C:2]1[CH:7]=[CH:6][CH:5]=[CH:4][CH:3]=1, predict the reactants needed to synthesize it. The reactants are: [CH2:1]([O:8][C:9]1[CH:14]=[CH:13][C:12]([C@@H:15]([OH:37])[CH2:16][NH:17][CH2:18][CH2:19][O:20][C:21]2(C(OC)=O)[CH:26]=[CH:25][C:24]([C:27]3[CH:32]=[CH:31][CH:30]=[CH:29][CH:28]=3)=[CH:23][CH2:22]2)=[CH:11][C:10]=1[NH:38][S:39]([CH3:42])(=[O:41])=[O:40])[C:2]1[CH:7]=[CH:6][CH:5]=[CH:4][CH:3]=1.[OH-:43].[Na+].[CH2:45]([OH:47])C.Cl. (2) Given the product [S:29]1[CH:30]=[CH:31][CH:32]=[C:28]1[C:3]#[C:2][CH2:1][O:4][CH2:5][CH2:6][N:7]1[C:19]2[C:18]3[CH:17]=[CH:16][CH:15]=[CH:14][C:13]=3[N:12]=[CH:11][C:10]=2[N:9]=[CH:8]1, predict the reactants needed to synthesize it. The reactants are: [CH2:1]([O:4][CH2:5][CH2:6][N:7]1[C:19]2[C:18]3[CH:17]=[CH:16][CH:15]=[CH:14][C:13]=3[N:12]=[CH:11][C:10]=2[N:9]=[CH:8]1)[C:2]#[CH:3].C(N(CC)CC)C.I[C:28]1[S:29][CH:30]=[CH:31][CH:32]=1. (3) Given the product [NH2:1][C:2]1[N:3]([CH2:24][CH:25]2[CH2:30][CH2:29][CH2:28][CH2:27][CH2:26]2)[C:4](=[O:23])[C:5]2([C:15]3[C:10](=[CH:11][CH:12]=[C:13]([C:37]4[CH:38]=[C:33]([CH:34]=[CH:35][CH:36]=4)[C:31]#[N:32])[CH:14]=3)[O:9][CH:8]([C:17]3[CH:22]=[CH:21][CH:20]=[CH:19][CH:18]=3)[CH2:7]2)[N:6]=1, predict the reactants needed to synthesize it. The reactants are: [NH2:1][C:2]1[N:3]([CH2:24][CH:25]2[CH2:30][CH2:29][CH2:28][CH2:27][CH2:26]2)[C:4](=[O:23])[C:5]2([C:15]3[C:10](=[CH:11][CH:12]=[C:13](Br)[CH:14]=3)[O:9][CH:8]([C:17]3[CH:22]=[CH:21][CH:20]=[CH:19][CH:18]=3)[CH2:7]2)[N:6]=1.[C:31]([C:33]1[CH:34]=[C:35](B(O)O)[CH:36]=[CH:37][CH:38]=1)#[N:32]. (4) Given the product [CH:19]1([CH2:24][C@H:25]([C:29]2[CH:34]=[CH:33][C:32]([S:35]([CH3:38])(=[O:37])=[O:36])=[C:31]([CH3:39])[CH:30]=2)[C:26]([NH:10][C:7]2[CH:8]=[CH:9][N:5]([CH2:4][CH2:3][O:2][CH3:1])[N:6]=2)=[O:27])[CH2:23][CH2:22][CH2:21][CH2:20]1, predict the reactants needed to synthesize it. The reactants are: [CH3:1][O:2][CH2:3][CH2:4][N:5]1[CH:9]=[CH:8][C:7]([NH2:10])=[N:6]1.N1C(C)=CC=CC=1C.[CH:19]1([CH2:24][C@H:25]([C:29]2[CH:34]=[CH:33][C:32]([S:35]([CH3:38])(=[O:37])=[O:36])=[C:31]([CH3:39])[CH:30]=2)[C:26](Cl)=[O:27])[CH2:23][CH2:22][CH2:21][CH2:20]1. (5) Given the product [Br:30][C:17]1[C:4]2[N:3]=[C:2]([CH3:1])[NH:6][C:5]=2[CH:14]=[C:15]([N:19]2[CH2:24][CH2:23][O:22][CH2:21][CH2:20]2)[CH:16]=1, predict the reactants needed to synthesize it. The reactants are: [CH3:1][C:2]1[N:6](CC2C=CC=CC=2)[C:5]2[CH:14]=[C:15]([N:19]3[CH2:24][CH2:23][O:22][CH2:21][CH2:20]3)[CH:16]=[C:17](N)[C:4]=2[N:3]=1.N([O-])=O.[Na+].[Na+].[Br-:30].[OH-].[Na+]. (6) Given the product [N:31]1([C:29]([C@@H:25]2[CH2:26][CH2:27][CH2:28][N:23]([CH:20]3[CH2:21][CH2:22][N:17]([C:15]([C:4]4[CH:3]=[C:2]([C:42]5[CH:43]=[CH:44][C:39]([C:38]([F:49])([F:48])[F:37])=[CH:40][CH:41]=5)[S:6][C:5]=4[NH:7][C:8](=[O:14])[O:9][C:10]([CH3:13])([CH3:12])[CH3:11])=[O:16])[CH2:18][CH2:19]3)[CH2:24]2)=[O:30])[CH2:36][CH2:35][O:34][CH2:33][CH2:32]1, predict the reactants needed to synthesize it. The reactants are: Br[C:2]1[S:6][C:5]([NH:7][C:8](=[O:14])[O:9][C:10]([CH3:13])([CH3:12])[CH3:11])=[C:4]([C:15]([N:17]2[CH2:22][CH2:21][CH:20]([N:23]3[CH2:28][CH2:27][CH2:26][C@@H:25]([C:29]([N:31]4[CH2:36][CH2:35][O:34][CH2:33][CH2:32]4)=[O:30])[CH2:24]3)[CH2:19][CH2:18]2)=[O:16])[CH:3]=1.[F:37][C:38]([F:49])([F:48])[C:39]1[CH:44]=[CH:43][C:42](B(O)O)=[CH:41][CH:40]=1.C(=O)([O-])[O-].[Na+].[Na+]. (7) Given the product [CH2:19]([N:8]([C:7]1[C:2]([Br:1])=[N:3][C:4]([O:15][CH3:16])=[CH:5][CH:6]=1)[C:9](=[O:14])[C:10]([F:13])([F:11])[F:12])[CH:18]=[CH2:17], predict the reactants needed to synthesize it. The reactants are: [Br:1][C:2]1[C:7]([NH:8][C:9](=[O:14])[C:10]([F:13])([F:12])[F:11])=[CH:6][CH:5]=[C:4]([O:15][CH3:16])[N:3]=1.[CH2:17](Br)[CH:18]=[CH2:19].C(=O)([O-])[O-].[Na+].[Na+]. (8) Given the product [F:14][C:12]([F:13])([F:15])[C:7]1[CH:8]=[C:9]2[C:4](=[CH:5][CH:6]=1)[N:3]=[C:2]([CH:1]=[O:17])[CH:11]=[CH:10]2, predict the reactants needed to synthesize it. The reactants are: [CH3:1][C:2]1[CH:11]=[CH:10][C:9]2[C:4](=[CH:5][CH:6]=[C:7]([C:12]([F:15])([F:14])[F:13])[CH:8]=2)[N:3]=1.[Se](=O)=[O:17].